This data is from NCI-60 drug combinations with 297,098 pairs across 59 cell lines. The task is: Regression. Given two drug SMILES strings and cell line genomic features, predict the synergy score measuring deviation from expected non-interaction effect. (1) Drug 1: C1=CC=C(C=C1)NC(=O)CCCCCCC(=O)NO. Drug 2: CC1=C(C(=CC=C1)Cl)NC(=O)C2=CN=C(S2)NC3=CC(=NC(=N3)C)N4CCN(CC4)CCO. Cell line: HT29. Synergy scores: CSS=58.2, Synergy_ZIP=-2.65, Synergy_Bliss=-2.37, Synergy_Loewe=0.0526, Synergy_HSA=3.39. (2) Drug 1: CC1=C(C=C(C=C1)NC2=NC=CC(=N2)N(C)C3=CC4=NN(C(=C4C=C3)C)C)S(=O)(=O)N.Cl. Drug 2: CN1CCC(CC1)COC2=C(C=C3C(=C2)N=CN=C3NC4=C(C=C(C=C4)Br)F)OC. Cell line: UO-31. Synergy scores: CSS=22.8, Synergy_ZIP=-7.56, Synergy_Bliss=0.391, Synergy_Loewe=-10.7, Synergy_HSA=2.76. (3) Synergy scores: CSS=32.5, Synergy_ZIP=-1.67, Synergy_Bliss=-0.464, Synergy_Loewe=-28.3, Synergy_HSA=0.162. Drug 2: CCC1(CC2CC(C3=C(CCN(C2)C1)C4=CC=CC=C4N3)(C5=C(C=C6C(=C5)C78CCN9C7C(C=CC9)(C(C(C8N6C)(C(=O)OC)O)OC(=O)C)CC)OC)C(=O)OC)O.OS(=O)(=O)O. Drug 1: C1CCC(C1)C(CC#N)N2C=C(C=N2)C3=C4C=CNC4=NC=N3. Cell line: NCI-H522. (4) Drug 2: C(CC(=O)O)C(=O)CN.Cl. Drug 1: C1CN1P(=S)(N2CC2)N3CC3. Synergy scores: CSS=12.0, Synergy_ZIP=-3.24, Synergy_Bliss=-1.43, Synergy_Loewe=-3.50, Synergy_HSA=-1.62. Cell line: OVCAR3. (5) Drug 1: C1CCC(C1)C(CC#N)N2C=C(C=N2)C3=C4C=CNC4=NC=N3. Drug 2: C#CCC(CC1=CN=C2C(=N1)C(=NC(=N2)N)N)C3=CC=C(C=C3)C(=O)NC(CCC(=O)O)C(=O)O. Cell line: ACHN. Synergy scores: CSS=-0.179, Synergy_ZIP=-1.16, Synergy_Bliss=-0.830, Synergy_Loewe=-4.39, Synergy_HSA=-2.87. (6) Drug 1: CN1C(=O)N2C=NC(=C2N=N1)C(=O)N. Drug 2: C(CCl)NC(=O)N(CCCl)N=O. Synergy scores: CSS=13.3, Synergy_ZIP=-3.99, Synergy_Bliss=-1.29, Synergy_Loewe=3.34, Synergy_HSA=2.03. Cell line: HCT116. (7) Cell line: CCRF-CEM. Synergy scores: CSS=21.5, Synergy_ZIP=-18.4, Synergy_Bliss=-23.8, Synergy_Loewe=-23.7, Synergy_HSA=-16.3. Drug 2: C1=C(C(=O)NC(=O)N1)F. Drug 1: C1CC(=O)NC(=O)C1N2CC3=C(C2=O)C=CC=C3N. (8) Drug 1: CC1=C(C(CCC1)(C)C)C=CC(=CC=CC(=CC(=O)O)C)C. Drug 2: CC1=C2C(C(=O)C3(C(CC4C(C3C(C(C2(C)C)(CC1OC(=O)C(C(C5=CC=CC=C5)NC(=O)OC(C)(C)C)O)O)OC(=O)C6=CC=CC=C6)(CO4)OC(=O)C)O)C)O. Cell line: HS 578T. Synergy scores: CSS=39.1, Synergy_ZIP=11.3, Synergy_Bliss=11.4, Synergy_Loewe=14.3, Synergy_HSA=14.5.